This data is from Reaction yield outcomes from USPTO patents with 853,638 reactions. The task is: Predict the reaction yield, written as a fraction of the theoretical maximum amount of product (1.0 means a 100% yield; for example, 0.34 means a 34% yield). (1) The reactants are [F:1][C:2]([F:28])([F:27])[C@H:3]1[CH2:8][CH2:7][C@H:6]([NH:9][C:10](=[O:26])[C:11]2[CH:16]=[C:15]([N+:17]([O-])=O)[C:14]([NH2:20])=[CH:13][C:12]=2[O:21][CH2:22][CH:23]([F:25])[F:24])[CH2:5][CH2:4]1. The catalyst is [Pd]. The product is [F:1][C:2]([F:27])([F:28])[C@H:3]1[CH2:8][CH2:7][C@H:6]([NH:9][C:10](=[O:26])[C:11]2[CH:16]=[C:15]([NH2:17])[C:14]([NH2:20])=[CH:13][C:12]=2[O:21][CH2:22][CH:23]([F:24])[F:25])[CH2:5][CH2:4]1. The yield is 1.00. (2) The reactants are [N:1]([CH2:4][CH2:5][C:6]1[CH:11]=[C:10]([O:12][CH3:13])[CH:9]=[C:8]([O:14][CH3:15])[CH:7]=1)=[C:2]=[S:3].[Cl-].[Cl-].[Cl-].[Al+3]. The catalyst is C(Cl)Cl. The product is [CH3:15][O:14][C:8]1[CH:7]=[C:6]2[C:11](=[C:10]([O:12][CH3:13])[CH:9]=1)[C:2](=[S:3])[NH:1][CH2:4][CH2:5]2. The yield is 0.910. (3) The reactants are Br[CH2:2][CH2:3]Br.[Cl-].[NH4+:6].O1[CH2:11][CH2:10][CH2:9][CH2:8]1. No catalyst specified. The product is [C:8]1([C:8]2[N:6]=[C:8]([CH2:9][CH2:10][C:11]3[CH:11]=[CH:10][CH:9]=[C:8]([C:3]4[CH:2]=[CH:11][CH:10]=[CH:9][CH:8]=4)[N:6]=3)[CH:11]=[CH:10][CH:9]=2)[CH:2]=[CH:3][CH:11]=[CH:10][CH:9]=1. The yield is 0.651. (4) The product is [CH3:1][C:2]([C:7]1[NH:8][C:9]2[C:14]([CH:15]=1)=[CH:13][C:12]([N+:16]([O-:18])=[O:17])=[CH:11][CH:10]=2)([CH3:6])[C:3]([NH2:29])=[O:4]. The catalyst is C(#N)C.CCN(CC)CC.O. The yield is 0.990. The reactants are [CH3:1][C:2]([C:7]1[NH:8][C:9]2[C:14]([CH:15]=1)=[CH:13][C:12]([N+:16]([O-:18])=[O:17])=[CH:11][CH:10]=2)([CH3:6])[C:3](O)=[O:4].C(Cl)CCl.C1C=CC2N(O)N=[N:29]C=2C=1.[Cl-].[NH4+].